Dataset: Catalyst prediction with 721,799 reactions and 888 catalyst types from USPTO. Task: Predict which catalyst facilitates the given reaction. (1) The catalyst class is: 150. Product: [C:9]1([C:14]2[CH:15]=[CH:16][CH:17]=[CH:18][CH:19]=2)[CH:10]=[CH:11][CH:12]=[CH:13][C:8]=1[O:7][C:6]1[CH:20]=[C:2]([Cl:1])[CH:3]=[CH:4][C:5]=1[NH2:21]. Reactant: [Cl:1][C:2]1[CH:3]=[CH:4][C:5]([N+:21]([O-])=O)=[C:6]([CH:20]=1)[O:7][C:8]1[CH:13]=[CH:12][CH:11]=[CH:10][C:9]=1[C:14]1[CH:19]=[CH:18][CH:17]=[CH:16][CH:15]=1.[Cl-].[NH4+].C(O)C. (2) Reactant: [Cl:1][C:2]1[CH:3]=[C:4]([C:12]2[S:13][C:14]([C:17]3[C:18]([CH2:25][CH3:26])=[C:19]([CH:22]=[CH:23][CH:24]=3)C=O)=[CH:15][N:16]=2)[CH:5]=[CH:6][C:7]=1[O:8][CH:9]([CH3:11])[CH3:10].[C:27](O)(=O)C.C([O-])(=O)C.[Na+].Cl.[CH3:37][NH:38][CH2:39][C:40]([O:42][CH3:43])=[O:41]. Product: [Cl:1][C:2]1[CH:3]=[C:4]([C:12]2[S:13][C:14]([C:17]3[C:18]([CH2:25][CH3:26])=[C:19]([CH2:37][N:38]([CH3:27])[CH2:39][C:40]([O:42][CH3:43])=[O:41])[CH:22]=[CH:23][CH:24]=3)=[CH:15][N:16]=2)[CH:5]=[CH:6][C:7]=1[O:8][CH:9]([CH3:10])[CH3:11]. The catalyst class is: 8. (3) Reactant: C(OP([CH2:9][C:10]([O:12][CH2:13][CH3:14])=[O:11])(OCC)=O)C.[H-].[Na+].[CH:17]([CH:19]1[CH2:23][CH2:22][N:21](C(OCC2C=CC=CC=2)=O)[CH2:20]1)=O.O. The catalyst class is: 7. Product: [NH:21]1[CH2:22][CH2:23][CH:19]([CH2:17][CH2:9][C:10]([O:12][CH2:13][CH3:14])=[O:11])[CH2:20]1. (4) Reactant: [NH2:1][C:2]1[C:7]([N+:8]([O-])=O)=[CH:6][CH:5]=[CH:4][C:3]=1[C:11]1[CH:16]=[C:15]([F:17])[CH:14]=[C:13]([CH2:18][NH:19][S:20]([CH3:23])(=[O:22])=[O:21])[CH:12]=1.[NH4+].[Cl-]. Product: [NH2:1][C:2]1[C:7]([NH2:8])=[CH:6][CH:5]=[CH:4][C:3]=1[C:11]1[CH:16]=[C:15]([F:17])[CH:14]=[C:13]([CH2:18][NH:19][S:20]([CH3:23])(=[O:22])=[O:21])[CH:12]=1. The catalyst class is: 415. (5) The catalyst class is: 398. Reactant: [CH2:1]([O:3][P:4]([CH2:9][S:10][C:11]1[NH:15][C:14]2[CH:16]=[C:17]([Cl:21])C(I)=[CH:19][C:13]=2[N:12]=1)(=[O:8])[O:5][CH2:6][CH3:7])[CH3:2].[Cl:22][C:23]1[CH:28]=[CH:27][C:26]([CH3:29])=[CH:25][C:24]=1B(O)O.[C:33](=O)([O-])[O-].[K+].[K+]. Product: [CH2:1]([O:3][P:4]([CH2:9][S:10][C:11]1[NH:15][C:14]2[CH:16]=[C:17]([Cl:21])[C:29]([C:26]3[CH:27]=[CH:28][C:23]([Cl:22])=[C:24]([CH3:33])[CH:25]=3)=[CH:19][C:13]=2[N:12]=1)(=[O:8])[O:5][CH2:6][CH3:7])[CH3:2]. (6) Reactant: C([O:8][C:9]([C@H:11]1[CH2:15][CH2:14][CH2:13][N:12]1[C:16](=[O:41])[CH2:17][CH2:18][CH2:19][CH2:20][CH2:21][CH2:22][CH2:23][C:24]([N:26]1[CH2:30][CH2:29][CH2:28][C@@H:27]1[C:31]([O:33]CC1C=CC=CC=1)=[O:32])=[O:25])=[O:10])C1C=CC=CC=1. Product: [C:31]([C@H:27]1[CH2:28][CH2:29][CH2:30][N:26]1[C:24](=[O:25])[CH2:23][CH2:22][CH2:21][CH2:20][CH2:19][CH2:18][CH2:17][C:16]([N:12]1[CH2:13][CH2:14][CH2:15][C@@H:11]1[C:9]([OH:10])=[O:8])=[O:41])([OH:33])=[O:32]. The catalyst class is: 29. (7) Reactant: [C:1]([NH:4][C:5]1[CH:10]=[CH:9][CH:8]=[CH:7][CH:6]=1)(=[O:3])[CH3:2].[OH-].[K+].[CH2:13](I)[CH2:14][CH2:15][CH2:16][CH3:17]. Product: [CH2:13]([N:4]([C:5]1[CH:10]=[CH:9][CH:8]=[CH:7][CH:6]=1)[C:1](=[O:3])[CH3:2])[CH2:14][CH2:15][CH2:16][CH3:17]. The catalyst class is: 16.